This data is from NCI-60 drug combinations with 297,098 pairs across 59 cell lines. The task is: Regression. Given two drug SMILES strings and cell line genomic features, predict the synergy score measuring deviation from expected non-interaction effect. (1) Drug 1: CC1=C2C(C(=O)C3(C(CC4C(C3C(C(C2(C)C)(CC1OC(=O)C(C(C5=CC=CC=C5)NC(=O)OC(C)(C)C)O)O)OC(=O)C6=CC=CC=C6)(CO4)OC(=O)C)O)C)O. Drug 2: CNC(=O)C1=NC=CC(=C1)OC2=CC=C(C=C2)NC(=O)NC3=CC(=C(C=C3)Cl)C(F)(F)F. Cell line: SF-268. Synergy scores: CSS=20.2, Synergy_ZIP=8.71, Synergy_Bliss=14.5, Synergy_Loewe=3.51, Synergy_HSA=3.44. (2) Drug 1: CN(CC1=CN=C2C(=N1)C(=NC(=N2)N)N)C3=CC=C(C=C3)C(=O)NC(CCC(=O)O)C(=O)O. Drug 2: CC(C)NC(=O)C1=CC=C(C=C1)CNNC.Cl. Cell line: DU-145. Synergy scores: CSS=12.1, Synergy_ZIP=-2.88, Synergy_Bliss=-0.489, Synergy_Loewe=-14.3, Synergy_HSA=-3.60. (3) Drug 1: C1CCN(CC1)CCOC2=CC=C(C=C2)C(=O)C3=C(SC4=C3C=CC(=C4)O)C5=CC=C(C=C5)O. Drug 2: C1CN(P(=O)(OC1)NCCCl)CCCl. Cell line: COLO 205. Synergy scores: CSS=-6.43, Synergy_ZIP=9.88, Synergy_Bliss=9.28, Synergy_Loewe=-4.53, Synergy_HSA=-3.26. (4) Drug 1: CC1C(C(CC(O1)OC2CC(OC(C2O)C)OC3=CC4=CC5=C(C(=O)C(C(C5)C(C(=O)C(C(C)O)O)OC)OC6CC(C(C(O6)C)O)OC7CC(C(C(O7)C)O)OC8CC(C(C(O8)C)O)(C)O)C(=C4C(=C3C)O)O)O)O. Drug 2: C1CNP(=O)(OC1)N(CCCl)CCCl. Cell line: HOP-92. Synergy scores: CSS=0.656, Synergy_ZIP=-6.91, Synergy_Bliss=-5.06, Synergy_Loewe=-42.3, Synergy_HSA=-6.66. (5) Drug 1: C1=C(C(=O)NC(=O)N1)N(CCCl)CCCl. Drug 2: CCC1(CC2CC(C3=C(CCN(C2)C1)C4=CC=CC=C4N3)(C5=C(C=C6C(=C5)C78CCN9C7C(C=CC9)(C(C(C8N6C)(C(=O)OC)O)OC(=O)C)CC)OC)C(=O)OC)O.OS(=O)(=O)O. Cell line: MDA-MB-231. Synergy scores: CSS=34.4, Synergy_ZIP=-2.05, Synergy_Bliss=0.0417, Synergy_Loewe=1.76, Synergy_HSA=2.32. (6) Drug 1: CC1=C(C=C(C=C1)NC2=NC=CC(=N2)N(C)C3=CC4=NN(C(=C4C=C3)C)C)S(=O)(=O)N.Cl. Drug 2: CC1OCC2C(O1)C(C(C(O2)OC3C4COC(=O)C4C(C5=CC6=C(C=C35)OCO6)C7=CC(=C(C(=C7)OC)O)OC)O)O. Cell line: OVCAR-5. Synergy scores: CSS=15.7, Synergy_ZIP=-4.20, Synergy_Bliss=0.461, Synergy_Loewe=-7.20, Synergy_HSA=-1.36.